From a dataset of Acute oral toxicity (LD50) regression data from Zhu et al.. Regression/Classification. Given a drug SMILES string, predict its toxicity properties. Task type varies by dataset: regression for continuous values (e.g., LD50, hERG inhibition percentage) or binary classification for toxic/non-toxic outcomes (e.g., AMES mutagenicity, cardiotoxicity, hepatotoxicity). Dataset: ld50_zhu. (1) The molecule is CC(CN)NCCO. The rat oral LD50 is 1.38, given as -log10 of the dose in mol/kg body weight (higher means more acutely toxic). (2) The compound is NNC(N)=S. The rat oral LD50 is 4.00, given as -log10 of the dose in mol/kg body weight (higher means more acutely toxic). (3) The drug is COP(=S)(OC)SCn1nc(C)ccc1=O. The rat oral LD50 is 4.51, given as -log10 of the dose in mol/kg body weight (higher means more acutely toxic).